From a dataset of Catalyst prediction with 721,799 reactions and 888 catalyst types from USPTO. Predict which catalyst facilitates the given reaction. (1) Reactant: [CH2:1]1[C:6](=O)[N:5](Br)[C:3](=[O:4])[CH2:2]1.[NH2:9][C:10](N)=[S:11]. Product: [NH2:9][C:10]1[S:11][C:1]([CH2:2][CH2:3][OH:4])=[CH:6][N:5]=1. The catalyst class is: 6. (2) Reactant: [C:1]([C:4]1[CH:9]=[CH:8][C:7]([NH:10][C:11](=[O:40])[CH:12]([C:22]2[CH:27]=[CH:26][C:25]([CH2:28][O:29][Si](C(C)C)(C(C)C)C(C)C)=[CH:24][CH:23]=2)[CH2:13][NH:14][C:15](=[O:21])[O:16][C:17]([CH3:20])([CH3:19])[CH3:18])=[CH:6][C:5]=1[F:41])(=[O:3])[NH2:2].CCCC[N+](CCCC)(CCCC)CCCC.[F-].CCOC(C)=O. Product: [C:1]([C:4]1[CH:9]=[CH:8][C:7]([NH:10][C:11](=[O:40])[CH:12]([C:22]2[CH:23]=[CH:24][C:25]([CH2:28][OH:29])=[CH:26][CH:27]=2)[CH2:13][NH:14][C:15](=[O:21])[O:16][C:17]([CH3:20])([CH3:19])[CH3:18])=[CH:6][C:5]=1[F:41])(=[O:3])[NH2:2]. The catalyst class is: 1. (3) Reactant: [CH:1]1([N:7]2[CH2:13][C:12]([F:15])([F:14])[C:11](=[O:16])[N:10]([CH3:17])[C:9]3[CH:18]=[N:19][C:20]([NH:22][C:23]4[CH:47]=[CH:46][C:26]([C:27]([NH:29][N:30]5[CH2:35][CH2:34][N:33](C(OCC6C=CC=CC=6)=O)[CH2:32][CH2:31]5)=[O:28])=[CH:25][C:24]=4[O:48][CH3:49])=[N:21][C:8]2=3)[CH2:6][CH2:5][CH2:4][CH2:3][CH2:2]1. Product: [CH:1]1([N:7]2[CH2:13][C:12]([F:15])([F:14])[C:11](=[O:16])[N:10]([CH3:17])[C:9]3[CH:18]=[N:19][C:20]([NH:22][C:23]4[CH:47]=[CH:46][C:26]([C:27]([NH:29][N:30]5[CH2:35][CH2:34][NH:33][CH2:32][CH2:31]5)=[O:28])=[CH:25][C:24]=4[O:48][CH3:49])=[N:21][C:8]2=3)[CH2:2][CH2:3][CH2:4][CH2:5][CH2:6]1. The catalyst class is: 29. (4) Reactant: [F:1][C:2]1[CH:3]=[C:4]([CH2:9][C:10]([OH:12])=O)[CH:5]=[CH:6][C:7]=1[F:8].C(Cl)(=O)C([Cl:16])=O. Product: [F:1][C:2]1[CH:3]=[C:4]([CH2:9][C:10]([Cl:16])=[O:12])[CH:5]=[CH:6][C:7]=1[F:8]. The catalyst class is: 213. (5) Reactant: COC(=O)[NH:4][CH2:5][C@H:6]([CH2:11][C:12](=[O:14])N)[CH2:7][CH:8]([CH3:10])[CH3:9].[OH-:16].[Na+]. Product: [CH3:9][CH:8]([CH2:7][C@H:6]([CH2:5][NH2:4])[CH2:11][C:12]([OH:14])=[O:16])[CH3:10]. The catalyst class is: 33. (6) Reactant: [CH3:1][N:2]([CH3:22])[C:3]([N:5]1[CH2:9][CH:8]2[CH2:10][C:11]([CH2:15][CH:16]3[CH2:21][CH2:20][CH2:19][CH2:18][CH2:17]3)([CH:13]=[O:14])[CH2:12][CH:7]2[CH2:6]1)=[O:4].O.O.P([O-])(O)(O)=[O:26].[Na+].Cl([O-])=O.[Na+].CC(=CC)C. Product: [CH:16]1([CH2:15][C:11]2([C:13]([OH:26])=[O:14])[CH2:12][CH:7]3[CH2:6][N:5]([C:3](=[O:4])[N:2]([CH3:1])[CH3:22])[CH2:9][CH:8]3[CH2:10]2)[CH2:21][CH2:20][CH2:19][CH2:18][CH2:17]1. The catalyst class is: 30.